From a dataset of Catalyst prediction with 721,799 reactions and 888 catalyst types from USPTO. Predict which catalyst facilitates the given reaction. (1) Reactant: [C:1]12([CH2:11][CH2:12][NH:13][C:14]3[CH:19]=[CH:18][C:17]([NH:20][C:21](=[O:26])[CH2:22][C:23](=O)[CH3:24])=[CH:16][C:15]=3[F:27])[CH2:10][CH:5]3[CH2:6][CH:7]([CH2:9][CH:3]([CH2:4]3)[CH2:2]1)[CH2:8]2.[NH3:28]. Product: [C:1]12([CH2:11][CH2:12][NH:13][C:14]3[CH:19]=[CH:18][C:17]([NH:20][C:21](=[O:26])/[CH:22]=[C:23](\[NH2:28])/[CH3:24])=[CH:16][C:15]=3[F:27])[CH2:2][CH:3]3[CH2:4][CH:5]([CH2:6][CH:7]([CH2:9]3)[CH2:8]1)[CH2:10]2. The catalyst class is: 5. (2) Reactant: [N:1]([C@@H:4]([C@H:37]([C:45]1[CH:50]=[C:49]([F:51])[CH:48]=[C:47]([F:52])[CH:46]=1)[C:38]1[CH:43]=[CH:42][C:41]([F:44])=[CH:40][CH:39]=1)[C:5]([NH:7][C:8]1[CH:9]=[N:10][CH:11]=[C:12]([F:36])[C:13]=1[CH2:14][CH2:15][C@@H:16]1[N:21]([S:22]([CH:25]2[CH2:27][CH2:26]2)(=[O:24])=[O:23])[C@H:20]([CH3:28])[CH2:19][N:18]([C:29]([O:31][C:32]([CH3:35])([CH3:34])[CH3:33])=[O:30])[CH2:17]1)=[O:6])=[N+]=[N-].CP(C)C. Product: [NH2:1][C@@H:4]([C@H:37]([C:45]1[CH:50]=[C:49]([F:51])[CH:48]=[C:47]([F:52])[CH:46]=1)[C:38]1[CH:39]=[CH:40][C:41]([F:44])=[CH:42][CH:43]=1)[C:5]([NH:7][C:8]1[CH:9]=[N:10][CH:11]=[C:12]([F:36])[C:13]=1[CH2:14][CH2:15][C@@H:16]1[N:21]([S:22]([CH:25]2[CH2:26][CH2:27]2)(=[O:24])=[O:23])[C@H:20]([CH3:28])[CH2:19][N:18]([C:29]([O:31][C:32]([CH3:34])([CH3:33])[CH3:35])=[O:30])[CH2:17]1)=[O:6]. The catalyst class is: 161. (3) Reactant: Cl[C:2]1[CH:3]=[CH:4][C:5]2[N:6]([CH:8]=[CH:9][C:10](=[O:24])[C:11]=2[C:12]2[CH:13]=[C:14]([CH:19]=[CH:20][C:21]=2[O:22][CH3:23])[C:15]([O:17][CH3:18])=[O:16])[N:7]=1.C([O-])([O-])=O.[Cs+].[Cs+].[F:31][C:32]1[CH:37]=[C:36]([F:38])[CH:35]=[CH:34][C:33]=1[OH:39]. Product: [F:31][C:32]1[CH:37]=[C:36]([F:38])[CH:35]=[CH:34][C:33]=1[O:39][C:2]1[CH:3]=[CH:4][C:5]2[N:6]([CH:8]=[CH:9][C:10](=[O:24])[C:11]=2[C:12]2[CH:13]=[C:14]([CH:19]=[CH:20][C:21]=2[O:22][CH3:23])[C:15]([O:17][CH3:18])=[O:16])[N:7]=1. The catalyst class is: 37. (4) Reactant: [C:1]([O:5][C:6](=[O:20])[CH2:7][C@H:8]([CH2:12][C@H:13]([CH3:19])[CH2:14][CH2:15][CH2:16][CH2:17][CH3:18])[C:9](O)=[O:10])([CH3:4])([CH3:3])[CH3:2]. Product: [C:1]([O:5][C:6](=[O:20])[CH2:7][C@@H:8]([CH2:9][OH:10])[CH2:12][C@H:13]([CH3:19])[CH2:14][CH2:15][CH2:16][CH2:17][CH3:18])([CH3:2])([CH3:4])[CH3:3]. The catalyst class is: 1.